Task: Predict the product of the given reaction.. Dataset: Forward reaction prediction with 1.9M reactions from USPTO patents (1976-2016) Given the reactants [OH:1][CH2:2][C:3]1([CH2:6][O:7][C:8]2[C:13]([O:14][CH3:15])=[C:12]([O:16][CH3:17])[CH:11]=[CH:10][C:9]=2[C:18]2[CH:26]=[CH:25][CH:24]=[C:23]3[C:19]=2[CH2:20][CH2:21][C:22]3=[O:27])[CH2:5][CH2:4]1.C(N(CC)CC)C.[CH2:35]([N:42]=[C:43]=[O:44])[C:36]1[CH:41]=[CH:40][CH:39]=[CH:38][CH:37]=1.COC1C(OC)=CC=C(C2C=CC=C3C=2CCC3=O)C=1OCC1(COC(=O)NCC)CC1, predict the reaction product. The product is: [CH3:15][O:14][C:13]1[C:12]([O:16][CH3:17])=[CH:11][CH:10]=[C:9]([C:18]2[CH:26]=[CH:25][CH:24]=[C:23]3[C:19]=2[CH2:20][CH2:21][C:22]3=[O:27])[C:8]=1[O:7][CH2:6][C:3]1([CH2:2][O:1][C:43](=[O:44])[NH:42][CH2:35][C:36]2[CH:41]=[CH:40][CH:39]=[CH:38][CH:37]=2)[CH2:4][CH2:5]1.